The task is: Regression. Given a peptide amino acid sequence and an MHC pseudo amino acid sequence, predict their binding affinity value. This is MHC class I binding data.. This data is from Peptide-MHC class I binding affinity with 185,985 pairs from IEDB/IMGT. The peptide sequence is YTLNNGVAM. The MHC is HLA-B27:05 with pseudo-sequence HLA-B27:05. The binding affinity (normalized) is 0.0847.